This data is from CYP2C19 inhibition data for predicting drug metabolism from PubChem BioAssay. The task is: Regression/Classification. Given a drug SMILES string, predict its absorption, distribution, metabolism, or excretion properties. Task type varies by dataset: regression for continuous measurements (e.g., permeability, clearance, half-life) or binary classification for categorical outcomes (e.g., BBB penetration, CYP inhibition). Dataset: cyp2c19_veith. (1) The result is 1 (inhibitor). The molecule is CC(C)CN(CC(C)C)C1=N/C(=C\c2ccco2)C(=O)N1c1ccccc1. (2) The result is 1 (inhibitor). The drug is COc1ccc(OC)c(-n2c(-c3ccc(C)cc3)n[nH]c2=S)c1. (3) The molecule is CC(C)(C)c1cc(/C=C(\C#N)C(N)=S)cc(C(C)(C)C)c1O. The result is 1 (inhibitor).